From a dataset of Reaction yield outcomes from USPTO patents with 853,638 reactions. Predict the reaction yield, written as a fraction of the theoretical maximum amount of product (1.0 means a 100% yield; for example, 0.34 means a 34% yield). (1) The yield is 0.490. The product is [CH:38]1([C:36]([NH:35][C:33]2[N:34]=[C:29]3[CH:28]=[CH:27][C:26]([O:25][C:24]4[CH:23]=[C:22]([NH:21][C:7]([C:3]5[N:2]([CH3:1])[CH:6]=[CH:5][CH:4]=5)=[O:9])[CH:43]=[CH:42][CH:41]=4)=[N:31][N:30]3[CH:32]=2)=[O:37])[CH2:39][CH2:40]1. The catalyst is CN(C)C(=O)C.O1CCCC1. The reactants are [CH3:1][N:2]1[CH:6]=[CH:5][CH:4]=[C:3]1[C:7]([OH:9])=O.CN(C)C=O.C(Cl)(=O)C(Cl)=O.[NH2:21][C:22]1[CH:23]=[C:24]([CH:41]=[CH:42][CH:43]=1)[O:25][C:26]1[CH:27]=[CH:28][C:29]2[N:30]([CH:32]=[C:33]([NH:35][C:36]([CH:38]3[CH2:40][CH2:39]3)=[O:37])[N:34]=2)[N:31]=1. (2) The reactants are [CH2:1]([N:3]1[C:7]2=[N:8][C:9]([CH2:49][CH3:50])=[C:10]([CH2:19][NH:20][C:21]([C:23]3[CH:28]=[CH:27][CH:26]=[C:25]([C:29]([NH:31][CH2:32][C:33]4[CH:34]=[C:35]([C:41]5[CH:46]=[CH:45][CH:44]=[C:43]([CH:47]=O)[CH:42]=5)[C:36]([O:39][CH3:40])=[CH:37][CH:38]=4)=[O:30])[N:24]=3)=[O:22])[C:11]([NH:12][CH:13]3[CH2:18][CH2:17][O:16][CH2:15][CH2:14]3)=[C:6]2[CH:5]=[N:4]1)[CH3:2].[NH:51]1[CH2:56][CH2:55][NH:54][CH2:53][CH2:52]1.C(O)(=O)C. The catalyst is CS(C)=O. The product is [CH2:1]([N:3]1[C:7]2=[N:8][C:9]([CH2:49][CH3:50])=[C:10]([CH2:19][NH:20][C:21]([C:23]3[CH:28]=[CH:27][CH:26]=[C:25]([C:29]([NH:31][CH2:32][C:33]4[CH:34]=[C:35]([C:41]5[CH:46]=[CH:45][CH:44]=[C:43]([CH2:47][N:51]6[CH2:56][CH2:55][NH:54][CH2:53][CH2:52]6)[CH:42]=5)[C:36]([O:39][CH3:40])=[CH:37][CH:38]=4)=[O:30])[N:24]=3)=[O:22])[C:11]([NH:12][CH:13]3[CH2:18][CH2:17][O:16][CH2:15][CH2:14]3)=[C:6]2[CH:5]=[N:4]1)[CH3:2]. The yield is 0.189.